This data is from Forward reaction prediction with 1.9M reactions from USPTO patents (1976-2016). The task is: Predict the product of the given reaction. (1) Given the reactants [F:1][C:2]1([F:33])[O:6][C:5]2[CH:7]=[CH:8][C:9]([C:11]3([C:14]([NH:16][C:17]4[N:22]=[C:21]([C:23]5[CH:24]=[C:25]([CH:29]=[CH:30][CH:31]=5)[C:26](O)=[O:27])[C:20]([CH3:32])=[CH:19][CH:18]=4)=[O:15])[CH2:13][CH2:12]3)=[CH:10][C:4]=2[O:3]1.[CH3:34][S:35]([NH2:38])(=[O:37])=[O:36].C(N(CC)CC)C.F[P-](F)(F)(F)(F)F.N1(OC(N(C)C)=[N+](C)C)C2N=CC=CC=2N=N1, predict the reaction product. The product is: [F:33][C:2]1([F:1])[O:6][C:5]2[CH:7]=[CH:8][C:9]([C:11]3([C:14]([NH:16][C:17]4[N:22]=[C:21]([C:23]5[CH:24]=[C:25]([CH:29]=[CH:30][CH:31]=5)[C:26]([NH:38][S:35]([CH3:34])(=[O:37])=[O:36])=[O:27])[C:20]([CH3:32])=[CH:19][CH:18]=4)=[O:15])[CH2:13][CH2:12]3)=[CH:10][C:4]=2[O:3]1. (2) Given the reactants Cl.[CH3:2][C:3]1([NH:7][C:8](=[O:14])[O:9][C:10]([CH3:13])([CH3:12])[CH3:11])[CH2:6][NH:5][CH2:4]1.[Br:15][C:16]1[CH:27]=[N:26][C:19]2=[N:20][C:21](Cl)=[C:22]([Cl:24])[N:23]=[C:18]2[CH:17]=1, predict the reaction product. The product is: [Br:15][C:16]1[CH:27]=[N:26][C:19]2=[N:20][C:21]([N:5]3[CH2:4][C:3]([NH:7][C:8](=[O:14])[O:9][C:10]([CH3:13])([CH3:12])[CH3:11])([CH3:2])[CH2:6]3)=[C:22]([Cl:24])[N:23]=[C:18]2[CH:17]=1. (3) Given the reactants [OH:1][C:2]1[CH:3]=[C:4]2[C:8](=[CH:9][CH:10]=1)[C:7](=O)[C:6]1([CH2:19][C:18]3[C:13](=[CH:14][CH:15]=[C:16]([OH:20])[CH:17]=3)[CH2:12]1)[CH:5]2[CH3:21].[CH2:22](OCC)C.C[Mg+].[Br-], predict the reaction product. The product is: [OH:1][C:2]1[CH:3]=[C:4]2[C:8](=[CH:9][CH:10]=1)[C:7](=[CH2:22])[C:6]1([CH2:19][C:18]3[C:13](=[CH:14][CH:15]=[C:16]([OH:20])[CH:17]=3)[CH2:12]1)[CH:5]2[CH3:21]. (4) Given the reactants [CH:1]([C:3]1[CH:11]=[CH:10][C:6]([C:7]([OH:9])=[O:8])=[CH:5][CH:4]=1)=[CH2:2].[OH-:12].[Na+].[Mn:14].O.O.O.O.O.S(O)(O)(=O)=[O:21].[CH:25]([C:27]1[CH:35]=[CH:34][C:30]([C:31]([O-:33])=[O:32])=[CH:29][CH:28]=1)=[CH2:26].[Na+], predict the reaction product. The product is: [OH2:8].[OH2:21].[OH2:32].[OH2:12].[CH:1]([C:3]1[CH:11]=[CH:10][C:6]([C:7]([O-:9])=[O:8])=[CH:5][CH:4]=1)=[CH2:2].[Mn+2:14].[CH:25]([C:27]1[CH:35]=[CH:34][C:30]([C:31]([O-:33])=[O:32])=[CH:29][CH:28]=1)=[CH2:26].